Dataset: Forward reaction prediction with 1.9M reactions from USPTO patents (1976-2016). Task: Predict the product of the given reaction. (1) Given the reactants ClC1C(F)=CC(F)=C(C=1)C(NS(C)(=O)=O)=O.[Cl:17][C:18]1[C:19](F)=[CH:20][C:21]([F:33])=[C:22]([CH:32]=1)[C:23]([NH:25][S:26](=[O:31])(=[O:30])[N:27]([CH3:29])[CH3:28])=[O:24].C12(CO)CC3CC(CC(C3)C1)C2.[F:47][C:48]([F:57])([F:56])[CH:49]1[CH2:54][CH2:53][CH:52]([OH:55])[CH2:51][CH2:50]1, predict the reaction product. The product is: [Cl:17][C:18]1[C:19]([O:55][C@H:52]2[CH2:53][CH2:54][C@@H:49]([C:48]([F:47])([F:56])[F:57])[CH2:50][CH2:51]2)=[CH:20][C:21]([F:33])=[C:22]([CH:32]=1)[C:23]([NH:25][S:26](=[O:31])(=[O:30])[N:27]([CH3:29])[CH3:28])=[O:24]. (2) Given the reactants [N+:1]([C:4]1[CH:5]=[C:6]([CH:17]=[CH:18][CH:19]=1)[O:7][C:8]1[CH:13]=[CH:12][N:11]=[C:10](C(O)=O)[CH:9]=1)([O-:3])=[O:2].C1(P([N:34]=[N+]=[N-])(C2C=CC=CC=2)=O)C=CC=CC=1.C(N(CC)CC)C.CN(C)C=O, predict the reaction product. The product is: [N+:1]([C:4]1[CH:5]=[C:6]([CH:17]=[CH:18][CH:19]=1)[O:7][C:8]1[CH:13]=[CH:12][N:11]=[C:10]([NH2:34])[CH:9]=1)([O-:3])=[O:2]. (3) Given the reactants [Cl:1][C:2]1[CH:3]=[CH:4][C:5]([C:24](OC)=[O:25])=[C:6]2[C:10]=1[N:9]=[C:8]1[N:11]([C:15]3[CH:20]=[CH:19][C:18]([O:21][CH3:22])=[CH:17][C:16]=3[Cl:23])[CH2:12][CH2:13][CH2:14][N:7]21.[BH4-].[Li+], predict the reaction product. The product is: [Cl:1][C:2]1[C:10]2[N:9]=[C:8]3[N:11]([C:15]4[CH:20]=[CH:19][C:18]([O:21][CH3:22])=[CH:17][C:16]=4[Cl:23])[CH2:12][CH2:13][CH2:14][N:7]3[C:6]=2[C:5]([CH2:24][OH:25])=[CH:4][CH:3]=1.